Predict the reactants needed to synthesize the given product. From a dataset of Full USPTO retrosynthesis dataset with 1.9M reactions from patents (1976-2016). (1) Given the product [Br:39][C:14]1[C:15]([C@@H:18]2[C@@H:23]([C:24]3[CH:29]=[CH:28][C:27]([F:30])=[C:26]([F:31])[CH:25]=3)[CH2:22][CH2:21][NH:20][CH2:19]2)=[N:16][O:17][C:13]=1[C:8]1[CH:9]=[CH:10][CH:11]=[CH:12][C:7]=1[CH2:6][CH2:5][NH:4][C:1](=[O:3])[CH3:2], predict the reactants needed to synthesize it. The reactants are: [C:1]([NH:4][CH2:5][CH2:6][C:7]1[CH:12]=[CH:11][CH:10]=[CH:9][C:8]=1[C:13]1[O:17][N:16]=[C:15]([C@@H:18]2[C@@H:23]([C:24]3[CH:29]=[CH:28][C:27]([F:30])=[C:26]([F:31])[CH:25]=3)[CH2:22][CH2:21][N:20](C(OC(C)(C)C)=O)[CH2:19]2)[C:14]=1[Br:39])(=[O:3])[CH3:2].Cl.O1CCOCC1. (2) Given the product [Cl:28][C:23]1[CH:22]=[C:21]([C:15]2([C:17]([F:20])([F:19])[F:18])[O:14][N:13]=[C:12]([C:7]3[C:6]4[C:11](=[C:2]([C:29]#[N:30])[CH:3]=[CH:4][CH:5]=4)[N:10]=[CH:9][CH:8]=3)[CH2:16]2)[CH:26]=[C:25]([Cl:27])[CH:24]=1, predict the reactants needed to synthesize it. The reactants are: Br[C:2]1[CH:3]=[CH:4][CH:5]=[C:6]2[C:11]=1[N:10]=[CH:9][CH:8]=[C:7]2[C:12]1[CH2:16][C:15]([C:21]2[CH:26]=[C:25]([Cl:27])[CH:24]=[C:23]([Cl:28])[CH:22]=2)([C:17]([F:20])([F:19])[F:18])[O:14][N:13]=1.[CH3:29][N:30](C)C=O.